This data is from Forward reaction prediction with 1.9M reactions from USPTO patents (1976-2016). The task is: Predict the product of the given reaction. (1) Given the reactants [NH2:1][C:2]1[C:3]([NH:9][C@@H:10]([CH3:13])[CH2:11][OH:12])=[N:4][CH:5]=[C:6]([Br:8])[CH:7]=1.[C:14]1([CH3:24])[CH:19]=[CH:18][C:17]([S:20](Cl)(=[O:22])=[O:21])=[CH:16][CH:15]=1, predict the reaction product. The product is: [Br:8][C:6]1[CH:7]=[C:2]([NH:1][S:20]([C:17]2[CH:18]=[CH:19][C:14]([CH3:24])=[CH:15][CH:16]=2)(=[O:22])=[O:21])[C:3]([NH:9][C@@H:10]([CH3:13])[CH2:11][OH:12])=[N:4][CH:5]=1. (2) The product is: [C:25]([C:22]1[CH:23]=[C:24]2[C:14]3([CH2:15][CH2:16][NH:11][CH2:12][CH2:13]3)[CH2:17][N:18]([C:29](=[O:38])[C:30]3[C:35]([F:36])=[CH:34][CH:33]=[CH:32][C:31]=3[F:37])[C:19]2=[CH:20][CH:21]=1)([CH3:28])([CH3:26])[CH3:27]. Given the reactants C(OC([N:11]1[CH2:16][CH2:15][C:14]2([C:24]3[C:19](=[CH:20][CH:21]=[C:22]([C:25]([CH3:28])([CH3:27])[CH3:26])[CH:23]=3)[N:18]([C:29](=[O:38])[C:30]3[C:35]([F:36])=[CH:34][CH:33]=[CH:32][C:31]=3[F:37])[CH2:17]2)[CH2:13][CH2:12]1)=O)C1C=CC=CC=1, predict the reaction product. (3) Given the reactants [CH3:1][O:2][C:3]1[C:8]2[CH:9]=[C:10]([C:12](=O)[CH3:13])[O:11][C:7]=2[CH:6]=[C:5]([O:15][CH3:16])[CH:4]=1.[CH3:17][O:18][C:19]1[CH:20]=[C:21]2[C:25](=[CH:26][CH:27]=1)[NH:24][C:23](=[O:28])[C:22]2=O.[OH-:30].[K+].O, predict the reaction product. The product is: [CH3:1][O:2][C:3]1[C:8]2[CH:9]=[C:10]([C:12]3[CH:13]=[C:22]([C:23]([OH:28])=[O:30])[C:21]4[C:25](=[CH:26][CH:27]=[C:19]([O:18][CH3:17])[CH:20]=4)[N:24]=3)[O:11][C:7]=2[CH:6]=[C:5]([O:15][CH3:16])[CH:4]=1. (4) Given the reactants [CH3:1][C:2]1[C:7]([C:8]#[N:9])=[C:6]([NH:10][C:11]2[CH:12]=[N:13][N:14]([S:16]([C:19]3[CH:24]=[CH:23][CH:22]=[CH:21][CH:20]=3)(=[O:18])=[O:17])[CH:15]=2)[N:5]=[C:4]([S:25][CH3:26])[N:3]=1.C(O[CH:32](N(C)C)[N:33]([CH3:35])[CH3:34])(C)(C)C, predict the reaction product. The product is: [CH3:32][N:33]([CH3:35])/[CH:34]=[CH:1]/[C:2]1[C:7]([C:8]#[N:9])=[C:6]([NH:10][C:11]2[CH:12]=[N:13][N:14]([S:16]([C:19]3[CH:20]=[CH:21][CH:22]=[CH:23][CH:24]=3)(=[O:18])=[O:17])[CH:15]=2)[N:5]=[C:4]([S:25][CH3:26])[N:3]=1. (5) The product is: [Cl:22][C:13]1[CH:14]=[C:15]([S:18]([CH3:21])(=[O:20])=[O:19])[CH:16]=[CH:17][C:12]=1[CH2:11][CH:5]([C:4](=[O:9])[CH3:3])[C:6](=[O:8])[CH3:7]. Given the reactants [H-].[Na+].[CH3:3][C:4](=[O:9])[CH2:5][C:6](=[O:8])[CH3:7].Br[CH2:11][C:12]1[CH:17]=[CH:16][C:15]([S:18]([CH3:21])(=[O:20])=[O:19])=[CH:14][C:13]=1[Cl:22], predict the reaction product. (6) Given the reactants C(Cl)CCl.[Cl:5][C:6]1[CH:11]=[CH:10][CH:9]=[CH:8][C:7]=1[NH:12][C:13]1[C:22]([C:23](O)=[O:24])=[CH:21][C:20]2[C:15](=[CH:16][C:17]([O:26]C)=[CH:18][CH:19]=2)[N:14]=1.[CH:28]1[CH:29]=[CH:30][C:31]2N(O)N=[N:34][C:32]=2[CH:33]=1.NC1C=CC=CC=1, predict the reaction product. The product is: [C:32]1([NH:34][C:23]([C:22]2[C:13]([NH:12][C:7]3[CH:8]=[CH:9][CH:10]=[CH:11][C:6]=3[Cl:5])=[N:14][C:15]3[C:20]([CH:21]=2)=[CH:19][CH:18]=[C:17]([OH:26])[CH:16]=3)=[O:24])[CH:33]=[CH:28][CH:29]=[CH:30][CH:31]=1.